This data is from Human liver microsome stability data. The task is: Regression/Classification. Given a drug SMILES string, predict its absorption, distribution, metabolism, or excretion properties. Task type varies by dataset: regression for continuous measurements (e.g., permeability, clearance, half-life) or binary classification for categorical outcomes (e.g., BBB penetration, CYP inhibition). Dataset: hlm. (1) The drug is COc1ccncc1CNCCNc1ccnc2cc(Cl)ccc12. The result is 0 (unstable in human liver microsomes). (2) The compound is Nc1ccccc1NC(=O)c1ccc(CNc2nccc(-c3cccnc3)n2)cc1. The result is 0 (unstable in human liver microsomes). (3) The molecule is COc1ccc(CCN2C(=O)N(NS(=O)(=O)CF)C[C@@H]2c2ccc(OC)cc2)cc1. The result is 1 (stable in human liver microsomes). (4) The drug is CCCC(=O)c1cc(C#N)c(N2CCC(C(=O)NS(=O)(=O)Cc3ccc(C)c(F)c3)CC2)nc1C. The result is 0 (unstable in human liver microsomes). (5) The drug is COc1cnc(-c2cscn2)c2[nH]cc(C(=O)C(=O)N3CCN(C(=O)c4ccccc4)CC3)c12. The result is 0 (unstable in human liver microsomes). (6) The molecule is Cc1cccc(NC(=O)c2nn(C)c(-c3ccc(F)cc3F)c2C)n1. The result is 0 (unstable in human liver microsomes).